This data is from Full USPTO retrosynthesis dataset with 1.9M reactions from patents (1976-2016). The task is: Predict the reactants needed to synthesize the given product. (1) Given the product [CH3:24][O:23][C:20]1[CH:21]=[CH:22][C:17]([CH2:16][N:9]2[C:10]3[C:5](=[N:4][CH:3]=[C:2]([Br:1])[CH:11]=3)[CH:6]=[CH:7][C:8]2=[O:12])=[CH:18][CH:19]=1, predict the reactants needed to synthesize it. The reactants are: [Br:1][C:2]1[CH:11]=[C:10]2[C:5]([CH:6]=[CH:7][C:8](=[O:12])[NH:9]2)=[N:4][CH:3]=1.[H-].[Na+].Cl[CH2:16][C:17]1[CH:22]=[CH:21][C:20]([O:23][CH3:24])=[CH:19][CH:18]=1. (2) The reactants are: C=CC1C=CC=CC=1.[F:9]C1C=CC(C=C)=CC=1.[C:18]1([C@H:24]2[CH2:26][C@H:25]2[CH2:27][OH:28])[CH:23]=[CH:22][CH:21]=[CH:20][CH:19]=1. Given the product [F:9][C:21]1[CH:22]=[CH:23][C:18]([CH:24]2[CH2:26][CH:25]2[CH:27]=[O:28])=[CH:19][CH:20]=1, predict the reactants needed to synthesize it.